This data is from Full USPTO retrosynthesis dataset with 1.9M reactions from patents (1976-2016). The task is: Predict the reactants needed to synthesize the given product. (1) Given the product [ClH:21].[NH2:14][C:17]1[CH:18]=[C:31]2[C:26](=[CH:27][CH:28]=1)[C:25]([S:22]([NH:1][CH2:2][C:3]1[CH:4]=[CH:5][C:6]([C:7]([OH:9])=[O:8])=[CH:10][CH:11]=1)(=[O:24])=[O:23])=[CH:34][CH:33]=[CH:32]2, predict the reactants needed to synthesize it. The reactants are: [NH2:1][CH2:2][C:3]1[CH:11]=[CH:10][C:6]([C:7]([OH:9])=[O:8])=[CH:5][CH:4]=1.C([N:14]([CH2:17][CH3:18])CC)C.[OH-].[Na+].[Cl:21][S:22]([C:25]1[CH:34]=[CH:33][CH:32]=[C:31]2[C:26]=1[CH:27]=[CH:28]C=C2NC(=O)C)(=[O:24])=[O:23].Cl. (2) Given the product [Cl:1][C:2]1[N:7]=[C:6]([NH:19][C@@H:20]2[C:28]3[C:23](=[CH:24][CH:25]=[CH:26][CH:27]=3)[CH2:22][CH2:21]2)[CH:5]=[C:4]([CH3:9])[N:3]=1, predict the reactants needed to synthesize it. The reactants are: [Cl:1][C:2]1[N:7]=[C:6](Cl)[CH:5]=[C:4]([CH3:9])[N:3]=1.C(N(CC)C(C)C)(C)C.[NH2:19][C@@H:20]1[C:28]2[C:23](=[CH:24][CH:25]=[CH:26][CH:27]=2)[CH2:22][CH2:21]1.